This data is from Forward reaction prediction with 1.9M reactions from USPTO patents (1976-2016). The task is: Predict the product of the given reaction. (1) The product is: [CH3:14][O:15][C:16](=[O:24])[C:17]1[CH:22]=[CH:21][CH:20]=[N:19][C:18]=1[NH:1][CH2:2][C:3]1[CH:8]=[CH:7][N:6]=[C:5]([NH:9][C:10]([NH:12][CH3:13])=[O:11])[CH:4]=1. Given the reactants [NH2:1][CH2:2][C:3]1[CH:8]=[CH:7][N:6]=[C:5]([NH:9][C:10]([NH:12][CH3:13])=[O:11])[CH:4]=1.[CH3:14][O:15][C:16](=[O:24])[C:17]1[CH:22]=[CH:21][CH:20]=[N:19][C:18]=1Cl, predict the reaction product. (2) The product is: [CH3:1][N:2]1[C:25](=[O:26])[C:17]2=[CH:16][N:15]([CH2:14][C:4]3[C:13]4[C:8](=[CH:9][CH:10]=[CH:11][CH:12]=4)[CH:7]=[CH:6][CH:5]=3)[CH:19]=[C:18]2[C:20](=[O:21])[NH:3]1. Given the reactants [CH3:1][NH:2][NH2:3].[C:4]1([CH2:14][N:15]2[CH:19]=[C:18]([C:20](OCC)=[O:21])[C:17]([C:25](OCC)=[O:26])=[CH:16]2)[C:13]2[C:8](=[CH:9][CH:10]=[CH:11][CH:12]=2)[CH:7]=[CH:6][CH:5]=1, predict the reaction product.